From a dataset of Forward reaction prediction with 1.9M reactions from USPTO patents (1976-2016). Predict the product of the given reaction. (1) Given the reactants [Br:1][C:2]1[CH:7]=[CH:6][CH:5]=[C:4]([CH2:8][CH2:9][CH3:10])[CH:3]=1.[Cl:11][S:12](O)(=[O:14])=[O:13], predict the reaction product. The product is: [Br:1][C:2]1[CH:7]=[CH:6][C:5]([S:12]([Cl:11])(=[O:14])=[O:13])=[C:4]([CH2:8][CH2:9][CH3:10])[CH:3]=1. (2) Given the reactants [CH3:1][O:2][C:3]1[C:11]2[O:10][CH2:9][C:8](=O)[C:7]=2[CH:6]=[CH:5][CH:4]=1.[C:13]([CH:16]=P(C1C=CC=CC=1)(C1C=CC=CC=1)C1C=CC=CC=1)([OH:15])=[O:14].[C:36]1(C)C=CC=C[CH:37]=1, predict the reaction product. The product is: [CH2:36]([O:15][C:13](=[O:14])[CH2:16][C:8]1[C:7]2[CH:6]=[CH:5][CH:4]=[C:3]([O:2][CH3:1])[C:11]=2[O:10][CH:9]=1)[CH3:37]. (3) Given the reactants [NH2:1][CH2:2][C:3]1[CH:4]=[C:5]([C:9]2[N:17]3[C:12]([C:13]([NH2:18])=[N:14][CH:15]=[N:16]3)=[C:11]([C:19]3[CH:20]=[CH:21][C:22]4[C:26]([CH:27]=3)=[N:25][N:24]([CH2:28][C:29]3[CH:34]=[CH:33][CH:32]=[CH:31][CH:30]=3)[CH:23]=4)[CH:10]=2)[CH:6]=[CH:7][CH:8]=1.[C:35]1(=O)[CH2:38][CH2:37][CH2:36]1, predict the reaction product. The product is: [CH2:28]([N:24]1[CH:23]=[C:22]2[C:26]([CH:27]=[C:19]([C:11]3[CH:10]=[C:9]([C:5]4[CH:6]=[CH:7][CH:8]=[C:3]([CH2:2][NH:1][CH:35]5[CH2:38][CH2:37][CH2:36]5)[CH:4]=4)[N:17]4[C:12]=3[C:13]([NH2:18])=[N:14][CH:15]=[N:16]4)[CH:20]=[CH:21]2)=[N:25]1)[C:29]1[CH:34]=[CH:33][CH:32]=[CH:31][CH:30]=1. (4) Given the reactants [CH3:1][N:2]1[CH:6]=[C:5]([C:7]2[S:15][C:14]3[C:9](=[N:10][CH:11]=[CH:12][C:13]=3[O:16][C:17]3[CH:22]=[CH:21][C:20]([NH2:23])=[CH:19][CH:18]=3)[CH:8]=2)[N:4]=[CH:3]1.[C:24]1([CH2:30][C:31]([N:33]=[C:34]=[S:35])=[O:32])[CH:29]=[CH:28][CH:27]=[CH:26][CH:25]=1, predict the reaction product. The product is: [CH3:1][N:2]1[CH:6]=[C:5]([C:7]2[S:15][C:14]3[C:9](=[N:10][CH:11]=[CH:12][C:13]=3[O:16][C:17]3[CH:22]=[CH:21][C:20]([NH:23][C:34]([NH:33][C:31](=[O:32])[CH2:30][C:24]4[CH:25]=[CH:26][CH:27]=[CH:28][CH:29]=4)=[S:35])=[CH:19][CH:18]=3)[CH:8]=2)[N:4]=[CH:3]1.